From a dataset of Forward reaction prediction with 1.9M reactions from USPTO patents (1976-2016). Predict the product of the given reaction. (1) The product is: [F:31][C:24]1[C:25]([O:29][CH3:30])=[CH:26][CH:27]=[CH:28][C:23]=1[C:3]1[CH:4]=[C:5]([S:8]([NH:11][C:12]2[CH:21]=[CH:20][C:15]([C:16]([O:18][CH3:19])=[O:17])=[C:14]([OH:22])[CH:13]=2)(=[O:9])=[O:10])[CH:6]=[N:7][CH:2]=1. Given the reactants Cl[C:2]1[N:7]=[CH:6][C:5]([S:8]([NH:11][C:12]2[CH:21]=[CH:20][C:15]([C:16]([O:18][CH3:19])=[O:17])=[C:14]([OH:22])[CH:13]=2)(=[O:10])=[O:9])=[CH:4][C:3]=1[C:23]1[CH:28]=[CH:27][CH:26]=[C:25]([O:29][CH3:30])[C:24]=1[F:31].[H][H], predict the reaction product. (2) Given the reactants [CH:1]1([CH:6]=[C:7]([C:18]2[NH:26][C:21]3=[N:22][CH:23]=[CH:24][CH:25]=[C:20]3[CH:19]=2)[C:8]2[CH:13]=[CH:12][C:11]([S:14]([CH3:17])(=[O:16])=[O:15])=[CH:10][N:9]=2)[CH2:5][CH2:4][CH2:3][CH2:2]1, predict the reaction product. The product is: [CH:1]1([CH2:6][CH:7]([C:18]2[NH:26][C:21]3=[N:22][CH:23]=[CH:24][CH:25]=[C:20]3[CH:19]=2)[C:8]2[CH:13]=[CH:12][C:11]([S:14]([CH3:17])(=[O:16])=[O:15])=[CH:10][N:9]=2)[CH2:5][CH2:4][CH2:3][CH2:2]1. (3) The product is: [CH3:39][C:32]1[N:31]=[C:30]([N:18]2[CH2:23][CH2:22][CH:21]([C:24]([OH:28])([C:26]#[CH:27])[CH3:25])[CH2:20][CH2:19]2)[C:35]([N+:36]([O-:38])=[O:37])=[CH:34][CH:33]=1. Given the reactants CC1N=C(C#CC(C2CCNCC2)O)C=CC=1.[NH:18]1[CH2:23][CH2:22][CH:21]([C:24]([OH:28])([C:26]#[CH:27])[CH3:25])[CH2:20][CH2:19]1.Cl[C:30]1[C:35]([N+:36]([O-:38])=[O:37])=[CH:34][CH:33]=[C:32]([CH3:39])[N:31]=1, predict the reaction product. (4) Given the reactants C([O:3][C:4](=[O:28])[CH2:5][O:6][C@H:7]1[CH2:12][CH2:11][C@H:10]([N:13]2[C:17]3=[N:18][CH:19]=[N:20][C:21]([N:22]=CN(C)C)=[C:16]3[C:15](I)=[N:14]2)[CH2:9][CH2:8]1)C.[CH3:29][C:30]1[CH:31]=[C:32]([CH3:56])[C:33]2[O:37][C:36](NC3C=CC(B4OC(C)(C)C(C)(C)O4)=CC=3F)=[N:35][C:34]=2[CH:55]=1, predict the reaction product. The product is: [NH2:22][C:21]1[N:20]=[CH:19][N:18]=[C:17]2[N:13]([C@H:10]3[CH2:9][CH2:8][C@H:7]([O:6][CH2:5][C:4]([OH:3])=[O:28])[CH2:12][CH2:11]3)[N:14]=[C:15]([C:33]3[CH:32]=[CH:31][C:30]([CH2:29][C:36]4[O:37][C:33]5[C:32]([CH3:56])=[CH:31][C:30]([CH3:29])=[CH:55][C:34]=5[N:35]=4)=[CH:55][CH:34]=3)[C:16]=12. (5) Given the reactants [CH2:1]([C:4]1[CH:9]=[C:8]([C:10](=[S:12])[NH2:11])[CH:7]=[CH:6][N:5]=1)[CH2:2][CH3:3].[Br:13][CH2:14][C:15]([C:17]1[CH:22]=[CH:21][C:20]([N+:23]([O-:25])=[O:24])=[CH:19][CH:18]=1)=O, predict the reaction product. The product is: [BrH:13].[N+:23]([C:20]1[CH:21]=[CH:22][C:17]([C:15]2[N:11]=[C:10]([C:8]3[CH:7]=[CH:6][N:5]=[C:4]([CH2:1][CH2:2][CH3:3])[CH:9]=3)[S:12][CH:14]=2)=[CH:18][CH:19]=1)([O-:25])=[O:24].